Dataset: Forward reaction prediction with 1.9M reactions from USPTO patents (1976-2016). Task: Predict the product of the given reaction. (1) Given the reactants [Si]([O:8][CH2:9][CH2:10][N:11]1[CH:15]=[CH:14][N:13]=[C:12]1[C:16]([OH:20])([C:18]#[CH:19])[CH3:17])(C(C)(C)C)(C)C.CCCC[N+](CCCC)(CCCC)CCCC.[F-].[CH3:39][S:40](N1C=CN=C1)(=[O:42])=[O:41], predict the reaction product. The product is: [CH3:39][S:40]([O:8][CH2:9][CH2:10][N:11]1[CH:15]=[CH:14][N:13]=[C:12]1[C:16]([OH:20])([C:18]#[CH:19])[CH3:17])(=[O:42])=[O:41]. (2) Given the reactants [O:1]1[C:5]2[CH:6]=[CH:7][C:8]([CH2:10][C:11]([OH:13])=O)=[CH:9][C:4]=2[O:3][CH2:2]1.[NH2:14][C:15]1[CH:16]=[C:17]([B:21]([OH:23])[OH:22])[CH:18]=[CH:19][CH:20]=1.CN(C(ON1N=NC2C=CC=NC1=2)=[N+](C)C)C.F[P-](F)(F)(F)(F)F.C(N(CC)C(C)C)(C)C, predict the reaction product. The product is: [O:1]1[C:5]2[CH:6]=[CH:7][C:8]([CH2:10][C:11]([NH:14][C:15]3[CH:16]=[C:17]([B:21]([OH:23])[OH:22])[CH:18]=[CH:19][CH:20]=3)=[O:13])=[CH:9][C:4]=2[O:3][CH2:2]1. (3) Given the reactants Br[C:2]1[S:6][C:5]([CH:7]=[O:8])=[CH:4][C:3]=1[C:9]1[C:10]([F:15])=[N:11][CH:12]=[CH:13][CH:14]=1.C(=O)([O-])[O-].[K+].[K+].[Br:22][C:23]1[CH:24]=[C:25]([SH:29])[CH:26]=[CH:27][CH:28]=1.O, predict the reaction product. The product is: [Br:22][C:23]1[CH:24]=[C:25]([S:29][C:2]2[S:6][C:5]([CH:7]=[O:8])=[CH:4][C:3]=2[C:9]2[C:10]([F:15])=[N:11][CH:12]=[CH:13][CH:14]=2)[CH:26]=[CH:27][CH:28]=1. (4) Given the reactants [CH3:1][C:2]([C:4]1[CH:9]=[CH:8][C:7]([C:10]([F:13])([F:12])[F:11])=[CH:6][CH:5]=1)=O.[Na].C[O:16][C:17](=O)[C:18](OC)=O.Cl.O.[NH2:25][NH2:26].[CH3:27][CH2:28][OH:29], predict the reaction product. The product is: [CH2:28]([O:29][C:17]([C:18]1[NH:26][N:25]=[C:2]([C:4]2[CH:9]=[CH:8][C:7]([C:10]([F:13])([F:12])[F:11])=[CH:6][CH:5]=2)[CH:1]=1)=[O:16])[CH3:27]. (5) Given the reactants [CH2:1]([O:8][CH2:9][CH2:10][CH2:11][C:12]1[N:13]=[C:14]([C:29]2[CH:34]=[CH:33][C:32]([C:35]([F:38])([F:37])[F:36])=[CH:31][CH:30]=2)[S:15][C:16]=1[CH2:17][O:18][C:19]1[CH:26]=[CH:25][C:22]([C:23]#[N:24])=[C:21]([O:27][CH3:28])[CH:20]=1)[C:2]1[CH:7]=[CH:6][CH:5]=[CH:4][CH:3]=1.Cl.[NH2:40][OH:41].C(N(CC)CC)C, predict the reaction product. The product is: [CH2:1]([O:8][CH2:9][CH2:10][CH2:11][C:12]1[N:13]=[C:14]([C:29]2[CH:30]=[CH:31][C:32]([C:35]([F:37])([F:38])[F:36])=[CH:33][CH:34]=2)[S:15][C:16]=1[CH2:17][O:18][C:19]1[CH:26]=[CH:25][C:22]([C:23]([NH:40][OH:41])=[NH:24])=[C:21]([O:27][CH3:28])[CH:20]=1)[C:2]1[CH:7]=[CH:6][CH:5]=[CH:4][CH:3]=1. (6) Given the reactants [CH2:1]([C:8]1[S:12][C:11]([NH2:13])=[N:10][C:9]=1[C:14]1[CH:19]=[CH:18][CH:17]=[CH:16][CH:15]=1)[C:2]1[CH:7]=[CH:6][CH:5]=[CH:4][CH:3]=1.[CH2:20]([O:22][C:23]1[C:28]([O:29][CH2:30][CH3:31])=[CH:27][C:26]([C:32](=[O:38])[CH2:33][CH2:34][C:35](O)=[O:36])=[C:25]([CH3:39])[CH:24]=1)[CH3:21].C1C=CC2N(O)N=NC=2C=1.CCN=C=NCCCN(C)C, predict the reaction product. The product is: [CH2:1]([C:8]1[S:12][C:11]([NH:13][C:35](=[O:36])[CH2:34][CH2:33][C:32]([C:26]2[CH:27]=[C:28]([O:29][CH2:30][CH3:31])[C:23]([O:22][CH2:20][CH3:21])=[CH:24][C:25]=2[CH3:39])=[O:38])=[N:10][C:9]=1[C:14]1[CH:19]=[CH:18][CH:17]=[CH:16][CH:15]=1)[C:2]1[CH:3]=[CH:4][CH:5]=[CH:6][CH:7]=1. (7) Given the reactants [F:1][C:2]([F:27])([F:26])[S:3]([O:6][C:7]1[CH:8]=[CH:9][CH:10]=[C:11]2[C:16]=1[N:15]=[C:14]([C:17]1[N:21]3[CH:22]=[CH:23][CH:24]=[CH:25][C:20]3=[N:19][N:18]=1)[CH:13]=[CH:12]2)(=[O:5])=[O:4].[CH3:28][CH:29]1[CH2:34][CH2:33][CH2:32][NH:31][CH2:30]1.C(=O)([O-])[O-].[Cs+].[Cs+].C1(P(C2C=CC=CC=2)C2C=CC3C(=CC=CC=3)C=2C2C3C(=CC=CC=3)C=CC=2P(C2C=CC=CC=2)C2C=CC=CC=2)C=CC=CC=1, predict the reaction product. The product is: [N:19]1[N:18]=[C:17]([C:14]2[CH:13]=[CH:12][C:11]3[C:16](=[C:7]([N:31]4[CH2:32][CH2:33][CH2:34][CH:29]([CH3:28])[CH2:30]4)[CH:8]=[CH:9][CH:10]=3)[N:15]=2)[N:21]2[CH:22]=[CH:23][CH:24]=[CH:25][C:20]=12.[O-:6][S:3]([C:2]([F:27])([F:26])[F:1])(=[O:5])=[O:4]. (8) The product is: [Cl:20][C:8]1[N:6]2[CH:7]=[C:2]([Cl:1])[CH:3]=[C:4]([C:16]([F:18])([F:19])[F:17])[C:5]2=[N:10][C:9]=1[C:11]([O:13][CH2:14][CH3:15])=[O:12]. Given the reactants [Cl:1][C:2]1[CH:3]=[C:4]([C:16]([F:19])([F:18])[F:17])[C:5]2[N:6]([CH:8]=[C:9]([C:11]([O:13][CH2:14][CH3:15])=[O:12])[N:10]=2)[CH:7]=1.[Cl:20]N1C(=O)CCC1=O, predict the reaction product.